This data is from Forward reaction prediction with 1.9M reactions from USPTO patents (1976-2016). The task is: Predict the product of the given reaction. (1) Given the reactants I.[CH2:2]([N:6]1[C:10]([CH3:11])=[C:9]([CH3:12])[S:8][C:7]1=[NH:13])[CH2:3][CH2:4][CH3:5].C(N(CC)CC)C.[Cl:21][C:22]1[CH:23]=[CH:24][C:25]([O:31][CH3:32])=[C:26]([CH:30]=1)[C:27](Cl)=[O:28], predict the reaction product. The product is: [CH2:2]([N:6]1[C:10]([CH3:11])=[C:9]([CH3:12])[S:8]/[C:7]/1=[N:13]\[C:27](=[O:28])[C:26]1[CH:30]=[C:22]([Cl:21])[CH:23]=[CH:24][C:25]=1[O:31][CH3:32])[CH2:3][CH2:4][CH3:5]. (2) Given the reactants [CH2:1]([O:4][C:5]1[CH:10]=[CH:9][C:8]([C:11]([F:14])([F:13])[F:12])=[CH:7][C:6]=1[C:15]1[S:19][C:18]([NH:20][C:21](=[O:30])[C:22]2[C:27]([F:28])=[CH:26][CH:25]=[CH:24][C:23]=2[F:29])=[N:17][C:16]=1C(OC)=O)[CH:2]=[CH2:3].[OH-].[Na+], predict the reaction product. The product is: [CH2:1]([O:4][C:5]1[CH:10]=[CH:9][C:8]([C:11]([F:14])([F:12])[F:13])=[CH:7][C:6]=1[C:15]1[S:19][C:18]([NH:20][C:21](=[O:30])[C:22]2[C:23]([F:29])=[CH:24][CH:25]=[CH:26][C:27]=2[F:28])=[N:17][CH:16]=1)[CH:2]=[CH2:3]. (3) Given the reactants Cl.[Br:2][C:3]1[CH:7]=[C:6]([C:8]2([O:12][CH3:13])[CH2:11][NH:10][CH2:9]2)[N:5]([CH3:14])[N:4]=1.C(N(CC)CC)C.[C:22](Cl)(=[O:26])[CH:23]([CH3:25])[CH3:24].C(=O)([O-])O.[Na+], predict the reaction product. The product is: [Br:2][C:3]1[CH:7]=[C:6]([C:8]2([O:12][CH3:13])[CH2:11][N:10]([C:22](=[O:26])[CH:23]([CH3:25])[CH3:24])[CH2:9]2)[N:5]([CH3:14])[N:4]=1. (4) Given the reactants Cl[C:2]1[CH:3]=[CH:4][CH:5]=[C:6]2[C:11]=1[N:10]=[CH:9][C:8]([S:12]([C:15]1[CH:20]=[CH:19][C:18]([Cl:21])=[CH:17][CH:16]=1)(=[O:14])=[O:13])=[C:7]2[OH:22].[Cl:23]C1C=C2C(=CC=1)N=CC(S(C1C=CC(F)=CC=1)(=O)=O)=C2O.C(C1C=C2C(=CC=1)N=CC(S(C1C=CC(F)=CC=1)(=O)=O)=C2O)#N.ClC1C=CC=C2C=1N=CC(S(C1C=CC(Cl)=C(Cl)C=1)(=O)=O)=C2O.C(C1C=CC=C2C=1N=CC(S(C1C=CC(Cl)=CC=1)(=O)=O)=C2O)C, predict the reaction product. The product is: [Cl:23][C:3]1[CH:2]=[C:11]2[C:6]([C:7]([OH:22])=[C:8]([S:12]([C:15]3[CH:20]=[CH:19][C:18]([Cl:21])=[CH:17][CH:16]=3)(=[O:13])=[O:14])[CH:9]=[N:10]2)=[CH:5][CH:4]=1. (5) Given the reactants [CH3:1][O:2][C:3]1[CH:8]=[C:7]([O:9][CH3:10])[CH:6]=[C:5]([O:11][CH3:12])[C:4]=1B(O)O.Br[C:17]1[CH:22]=[C:21]([C:23]([O:25][CH2:26][CH3:27])=[O:24])[N:20]=[C:19]([C:28]([O:30][CH2:31][CH3:32])=[O:29])[CH:18]=1.C(=O)([O-])[O-].[Cs+].[Cs+], predict the reaction product. The product is: [CH3:1][O:2][C:3]1[CH:8]=[C:7]([O:9][CH3:10])[CH:6]=[C:5]([O:11][CH3:12])[C:4]=1[C:17]1[CH:18]=[C:19]([C:28]([O:30][CH2:31][CH3:32])=[O:29])[N:20]=[C:21]([C:23]([O:25][CH2:26][CH3:27])=[O:24])[CH:22]=1.